From a dataset of Full USPTO retrosynthesis dataset with 1.9M reactions from patents (1976-2016). Predict the reactants needed to synthesize the given product. The reactants are: [Cl:1][C:2]1[CH:3]=[C:4]([CH:31]=[CH:32][C:33]=1[F:34])[CH2:5][O:6][C:7]1[N:12]=[CH:11][C:10]([NH:13][C:14]2[C:23]3[C:18](=[CH:19][C:20]([O:26][CH2:27][CH2:28][CH2:29]Cl)=[C:21]([O:24][CH3:25])[CH:22]=3)[N:17]=[CH:16][N:15]=2)=[CH:9][N:8]=1.[NH2:35][C:36]([CH3:41])([CH3:40])[CH2:37][CH2:38][OH:39]. Given the product [Cl:1][C:2]1[CH:3]=[C:4]([CH:31]=[CH:32][C:33]=1[F:34])[CH2:5][O:6][C:7]1[N:12]=[CH:11][C:10]([NH:13][C:14]2[C:23]3[C:18](=[CH:19][C:20]([O:26][CH2:27][CH2:28][CH2:29][NH:35][C:36]([CH3:41])([CH3:40])[CH2:37][CH2:38][OH:39])=[C:21]([O:24][CH3:25])[CH:22]=3)[N:17]=[CH:16][N:15]=2)=[CH:9][N:8]=1, predict the reactants needed to synthesize it.